Dataset: Retrosynthesis with 50K atom-mapped reactions and 10 reaction types from USPTO. Task: Predict the reactants needed to synthesize the given product. (1) Given the product COC(=O)c1ccc2cncc(N3CCOCC3)c2n1, predict the reactants needed to synthesize it. The reactants are: C1COCCN1.COC(=O)c1ccc2cncc(Br)c2n1. (2) Given the product C=CCOc1ccc(CO)c(C)c1, predict the reactants needed to synthesize it. The reactants are: C=CCOc1ccc(C=O)c(C)c1. (3) The reactants are: CCOC(=O)c1cc(Cl)c(N2CCC(NC(=O)OC(C)(C)C)C2)c(F)c1NC1CC1. Given the product CC(C)(C)OC(=O)NC1CCN(c2c(Cl)cc(C(=O)O)c(NC3CC3)c2F)C1, predict the reactants needed to synthesize it. (4) Given the product CCOC(=O)C(Cc1ccc(OCCN2COc3ccccc3C2=O)cc1)OCC, predict the reactants needed to synthesize it. The reactants are: CCOC(=O)C(Cc1ccc(O)cc1)OCC.O=C1c2ccccc2OCN1CCO.